From a dataset of Reaction yield outcomes from USPTO patents with 853,638 reactions. Predict the reaction yield, written as a fraction of the theoretical maximum amount of product (1.0 means a 100% yield; for example, 0.34 means a 34% yield). (1) The reactants are [F:1][C:2]1[CH:3]=[C:4]([C:10]2[C:11]([C:17]3[CH:22]=[CH:21][C:20]([O:23][CH3:24])=[CH:19][CH:18]=3)=[CH:12][C:13](=[O:16])[NH:14][N:15]=2)[CH:5]=[CH:6][C:7]=1[O:8][CH3:9].Cl[CH2:26][CH:27]1[CH2:29][CH2:28]1. No catalyst specified. The product is [CH:27]1([CH2:26][N:14]2[C:13](=[O:16])[CH:12]=[C:11]([C:17]3[CH:18]=[CH:19][C:20]([O:23][CH3:24])=[CH:21][CH:22]=3)[C:10]([C:4]3[CH:5]=[CH:6][C:7]([O:8][CH3:9])=[C:2]([F:1])[CH:3]=3)=[N:15]2)[CH2:29][CH2:28]1. The yield is 0.930. (2) The reactants are [CH2:1]([P:3]([CH2:6][CH3:7])[CH2:4][CH3:5])[CH3:2].[CH2:8]([O:12][S:13]([O:16][CH2:17][CH2:18][CH2:19][CH3:20])(=[O:15])=[O:14])[CH2:9][CH2:10][CH3:11]. No catalyst specified. The product is [CH2:8]([O:12][S:13]([O-:16])(=[O:15])=[O:14])[CH2:9][CH2:10][CH3:11].[CH2:1]([P+:3]([CH2:6][CH3:7])([CH2:4][CH3:5])[CH2:17][CH2:18][CH2:19][CH3:20])[CH3:2]. The yield is 0.850. (3) The reactants are [Cl:1][C:2]1[N:10](CC=C)[C:9]2[C:8](=[O:14])[NH:7][C:6](=[O:15])[N:5]([CH2:16][CH2:17][CH2:18][CH2:19][CH3:20])[C:4]=2[N:3]=1.C([O-])([O-])=O.[Cs+].[Cs+].Cl[CH2:28][CH2:29][OH:30].N1CCOCC1. The catalyst is CN(C=O)C.C1C=CC([P]([Pd]([P](C2C=CC=CC=2)(C2C=CC=CC=2)C2C=CC=CC=2)([P](C2C=CC=CC=2)(C2C=CC=CC=2)C2C=CC=CC=2)[P](C2C=CC=CC=2)(C2C=CC=CC=2)C2C=CC=CC=2)(C2C=CC=CC=2)C2C=CC=CC=2)=CC=1. The product is [Cl:1][C:2]1[NH:10][C:9]2[C:8](=[O:14])[N:7]([CH2:28][CH2:29][OH:30])[C:6](=[O:15])[N:5]([CH2:16][CH2:17][CH2:18][CH2:19][CH3:20])[C:4]=2[N:3]=1. The yield is 0.470. (4) The yield is 0.990. The reactants are [F:1][C:2]([F:28])([F:27])[C:3]1[CH:8]=[CH:7][C:6]([N:9]2[CH2:14][CH2:13][N:12]([S:15]([C:18]3[CH:19]=[C:20]4[C:24](=[CH:25][CH:26]=3)[NH:23][CH:22]=[CH:21]4)(=[O:17])=[O:16])[CH2:11][CH2:10]2)=[CH:5][CH:4]=1.C(=O)([O-])[O-].[Cs+].[Cs+].[C:35]([O:38][CH2:39]C)(=[O:37])[CH3:36]. The product is [CH3:39][O:38][C:35](=[O:37])[CH2:36][N:23]1[C:24]2[C:20](=[CH:19][C:18]([S:15]([N:12]3[CH2:11][CH2:10][N:9]([C:6]4[CH:7]=[CH:8][C:3]([C:2]([F:27])([F:1])[F:28])=[CH:4][CH:5]=4)[CH2:14][CH2:13]3)(=[O:17])=[O:16])=[CH:26][CH:25]=2)[CH:21]=[CH:22]1. The catalyst is C(#N)C. (5) The reactants are [F:1][CH:2]([F:36])[C:3]1[CH:8]=[CH:7][C:6]([C:9]2[S:13][C:12]3[CH:14]=[C:15]([O:18]C)[CH:16]=[CH:17][C:11]=3[C:10]=2[O:20][C:21]2[CH:26]=[CH:25][C:24](/[CH:27]=[CH:28]/[C:29]([O:31][C:32]([CH3:35])([CH3:34])[CH3:33])=[O:30])=[CH:23][CH:22]=2)=[CH:5][CH:4]=1.C1(S)C=CC=CC=1.C([O-])([O-])=O.[K+].[K+]. The catalyst is CN1CCCC1=O. The product is [F:36][CH:2]([F:1])[C:3]1[CH:4]=[CH:5][C:6]([C:9]2[S:13][C:12]3[CH:14]=[C:15]([OH:18])[CH:16]=[CH:17][C:11]=3[C:10]=2[O:20][C:21]2[CH:26]=[CH:25][C:24](/[CH:27]=[CH:28]/[C:29]([O:31][C:32]([CH3:34])([CH3:33])[CH3:35])=[O:30])=[CH:23][CH:22]=2)=[CH:7][CH:8]=1. The yield is 0.620. (6) The reactants are [F:1][C:2]1[CH:3]=[N:4][N:5]([CH3:15])[C:6]=1[C:7]1[CH:8]=[C:9]([C:12]([OH:14])=O)[S:10][CH:11]=1.[NH2:16][C@@H:17]([CH2:30][C:31]1[CH:36]=[CH:35][CH:34]=[CH:33][C:32]=1[C:37]([F:40])([F:39])[F:38])[CH2:18][N:19]1[C:27](=[O:28])[C:26]2[C:21](=[CH:22][CH:23]=[CH:24][CH:25]=2)[C:20]1=[O:29].C(N(C(C)C)CC)(C)C.C1CN([P+](Br)(N2CCCC2)N2CCCC2)CC1.F[P-](F)(F)(F)(F)F. The catalyst is C(Cl)Cl. The product is [O:28]=[C:27]1[C:26]2[C:21](=[CH:22][CH:23]=[CH:24][CH:25]=2)[C:20](=[O:29])[N:19]1[CH2:18][C@@H:17]([NH:16][C:12]([C:9]1[S:10][CH:11]=[C:7]([C:6]2[N:5]([CH3:15])[N:4]=[CH:3][C:2]=2[F:1])[CH:8]=1)=[O:14])[CH2:30][C:31]1[CH:36]=[CH:35][CH:34]=[CH:33][C:32]=1[C:37]([F:39])([F:38])[F:40]. The yield is 0.650. (7) The reactants are [F:1][C:2]1[CH:16]=[C:15](B2OC(C)(C)C(C)(C)O2)[CH:14]=[CH:13][C:3]=1[O:4][C:5]1[C:6]([CH3:12])=[N:7][C:8]([CH3:11])=[CH:9][CH:10]=1.C([O-])(O)=O.[Na+].Br[C:32]1[CH:37]=[CH:36][N:35]([CH2:38][CH2:39][CH2:40][CH3:41])[C:34](=[O:42])[C:33]=1[C:43]#[N:44]. The catalyst is O1CCOCC1.C1C=CC([P]([Pd]([P](C2C=CC=CC=2)(C2C=CC=CC=2)C2C=CC=CC=2)([P](C2C=CC=CC=2)(C2C=CC=CC=2)C2C=CC=CC=2)[P](C2C=CC=CC=2)(C2C=CC=CC=2)C2C=CC=CC=2)(C2C=CC=CC=2)C2C=CC=CC=2)=CC=1. The product is [CH2:38]([N:35]1[CH:36]=[CH:37][C:32]([C:15]2[CH:14]=[CH:13][C:3]([O:4][C:5]3[C:6]([CH3:12])=[N:7][C:8]([CH3:11])=[CH:9][CH:10]=3)=[C:2]([F:1])[CH:16]=2)=[C:33]([C:43]#[N:44])[C:34]1=[O:42])[CH2:39][CH2:40][CH3:41]. The yield is 0.520. (8) The reactants are N(C(C)C)C(C)C.[Li]CCCC.[Br:13][C:14]1[CH:19]=[CH:18][C:17]([NH2:20])=[C:16]([F:21])[CH:15]=1.Cl[C:23]1[C:24]([C:31]([OH:33])=[O:32])=[CH:25][N:26]([CH3:30])[C:27](=[O:29])[CH:28]=1. The catalyst is C1COCC1. The product is [Br:13][C:14]1[CH:19]=[CH:18][C:17]([NH:20][C:23]2[C:24]([C:31]([OH:33])=[O:32])=[CH:25][N:26]([CH3:30])[C:27](=[O:29])[CH:28]=2)=[C:16]([F:21])[CH:15]=1. The yield is 0.770. (9) The reactants are [Cl:1][C:2]1[S:6][C:5]([NH:7][C:8](=[O:27])[NH:9][C:10]2[CH:15]=[CH:14][C:13]([CH2:16][C:17]([OH:19])=O)=[CH:12][C:11]=2[C:20]([CH:22]2[CH2:26][CH2:25][CH2:24][CH2:23]2)=[O:21])=[N:4][CH:3]=1.[CH3:28][S:29]([CH2:32][CH2:33][NH2:34])(=[O:31])=[O:30]. No catalyst specified. The product is [Cl:1][C:2]1[S:6][C:5]([NH:7][C:8](=[O:27])[NH:9][C:10]2[CH:15]=[CH:14][C:13]([CH2:16][C:17]([NH:34][CH2:33][CH2:32][S:29]([CH3:28])(=[O:31])=[O:30])=[O:19])=[CH:12][C:11]=2[C:20]([CH:22]2[CH2:23][CH2:24][CH2:25][CH2:26]2)=[O:21])=[N:4][CH:3]=1. The yield is 0.700.